Dataset: Forward reaction prediction with 1.9M reactions from USPTO patents (1976-2016). Task: Predict the product of the given reaction. (1) Given the reactants [Cl:1][C:2]1[C:7]([O:8][CH3:9])=[CH:6][C:5]([C:10]2(OC)[C@H:15]([OH:16])[C@@H:14]([OH:17])[C@H:13]([OH:18])[C@@H:12]([CH2:19][OH:20])[O:11]2)=[CH:4][C:3]=1[CH2:23][C:24]1[CH:29]=[CH:28][C:27]([O:30][CH2:31][CH3:32])=[CH:26][CH:25]=1.C([SiH](CC)CC)C.B(F)(F)F.CCOCC.C([O-])(O)=O.[Na+], predict the reaction product. The product is: [Cl:1][C:2]1[C:7]([O:8][CH3:9])=[CH:6][C:5]([CH:10]2[C@H:15]([OH:16])[C@@H:14]([OH:17])[C@H:13]([OH:18])[C@@H:12]([CH2:19][OH:20])[O:11]2)=[CH:4][C:3]=1[CH2:23][C:24]1[CH:29]=[CH:28][C:27]([O:30][CH2:31][CH3:32])=[CH:26][CH:25]=1. (2) Given the reactants [CH:1]([C:3]1[N:4]=[CH:5][C:6]([C:9]([O:11][CH3:12])=[O:10])=[N:7][CH:8]=1)=[O:2].[BH4-].[Na+].CO.Cl, predict the reaction product. The product is: [OH:2][CH2:1][C:3]1[N:4]=[CH:5][C:6]([C:9]([O:11][CH3:12])=[O:10])=[N:7][CH:8]=1.